From a dataset of Full USPTO retrosynthesis dataset with 1.9M reactions from patents (1976-2016). Predict the reactants needed to synthesize the given product. (1) The reactants are: [C:1]([O:4][CH:5]([CH3:9])[C:6]([OH:8])=O)(=[O:3])[CH3:2].[F:10][C:11]([F:33])([F:32])[O:12][C:13]1[CH:14]=[C:15]([C:19]2[C:23]3[CH:24]=[C:25]([C:28]([NH:30][NH2:31])=[O:29])[CH:26]=[CH:27][C:22]=3[O:21][CH:20]=2)[CH:16]=[CH:17][CH:18]=1. Given the product [C:1]([O:4][CH:5]([CH3:9])[C:6](=[O:8])[NH:31][NH:30][C:28]([C:25]1[CH:26]=[CH:27][C:22]2[O:21][CH:20]=[C:19]([C:15]3[CH:16]=[CH:17][CH:18]=[C:13]([O:12][C:11]([F:10])([F:32])[F:33])[CH:14]=3)[C:23]=2[CH:24]=1)=[O:29])(=[O:3])[CH3:2], predict the reactants needed to synthesize it. (2) The reactants are: [Br:1][C:2]1[CH:3]=[C:4]([CH2:10][C:11]([OH:13])=O)[CH:5]=[CH:6][C:7]=1[C:8]#[N:9].Cl.[NH:15]1[CH2:20][CH2:19][CH:18]([CH2:21][CH2:22][C:23]2[CH:32]=[CH:31][C:26]3[C:27](=[O:30])[O:28][CH2:29][C:25]=3[CH:24]=2)[CH2:17][CH2:16]1. Given the product [Br:1][C:2]1[CH:3]=[C:4]([CH2:10][C:11](=[O:13])[N:15]2[CH2:20][CH2:19][CH:18]([CH2:21][CH2:22][C:23]3[CH:24]=[C:25]4[C:26](=[CH:31][CH:32]=3)[C:27](=[O:30])[O:28][CH2:29]4)[CH2:17][CH2:16]2)[CH:5]=[CH:6][C:7]=1[C:8]#[N:9], predict the reactants needed to synthesize it. (3) Given the product [Cl:1][C:2]1[CH:36]=[CH:35][C:5]([CH2:6][CH2:7][N:8]2[CH2:13][CH2:12][N:11]([C:14]3[CH:19]=[CH:18][C:17]4[C:20]5[CH2:21][NH:22][CH2:23][CH2:24][C:25]=5[O:26][C:16]=4[CH:15]=3)[C:10](=[O:34])[CH2:9]2)=[CH:4][CH:3]=1, predict the reactants needed to synthesize it. The reactants are: [Cl:1][C:2]1[CH:36]=[CH:35][C:5]([CH2:6][CH2:7][N:8]2[CH2:13][CH2:12][N:11]([C:14]3[CH:19]=[CH:18][C:17]4[C:20]5[CH2:21][N:22](C(OC(C)(C)C)=O)[CH2:23][CH2:24][C:25]=5[O:26][C:16]=4[CH:15]=3)[C:10](=[O:34])[CH2:9]2)=[CH:4][CH:3]=1.Cl. (4) Given the product [C:1]([O:5][C:6](=[O:38])[NH:7][C:8]([C:10]1[CH:15]=[CH:14][C:13]([CH2:16][NH:17][C:18]([C@H:20]2[N:24]3[C:25](=[O:37])[C:26]([N:29]([CH2:40][CH:39]([CH3:42])[CH3:41])[CH2:30][CH:31]([CH3:36])[CH3:32])=[CH:27][N:28]=[C:23]3[CH2:22][CH2:21]2)=[O:19])=[CH:12][CH:11]=1)=[NH:9])([CH3:2])([CH3:4])[CH3:3], predict the reactants needed to synthesize it. The reactants are: [C:1]([O:5][C:6](=[O:38])[NH:7][C:8]([C:10]1[CH:15]=[CH:14][C:13]([CH2:16][NH:17][C:18]([C@H:20]2[N:24]3[C:25](=[O:37])[C:26]([NH:29][CH2:30][C:31]4[CH:36]=CC=C[CH:32]=4)=[CH:27][N:28]=[C:23]3[CH2:22][CH2:21]2)=[O:19])=[CH:12][CH:11]=1)=[NH:9])([CH3:4])([CH3:3])[CH3:2].[C:39](OC(=O)NC(C1C=CC(CNC([C@H]2N3C(=O)C(N)=CN=C3CC2)=O)=CC=1)=N)([CH3:42])([CH3:41])[CH3:40].C(=O)C(C)C.[BH-](OC(C)=O)(OC(C)=O)OC(C)=O.[Na+]. (5) Given the product [C:21]([C:2]1[CH:3]=[C:4]2[N:10]([CH:11]([CH2:14][CH3:15])[CH2:12][CH3:13])[C:9]([OH:16])=[N:8][C:5]2=[N:6][CH:7]=1)#[CH:22], predict the reactants needed to synthesize it. The reactants are: Br[C:2]1[CH:3]=[C:4]2[N:10]([CH:11]([CH2:14][CH3:15])[CH2:12][CH3:13])[C:9]([OH:16])=[N:8][C:5]2=[N:6][CH:7]=1.[Si]([C:21]#[CH:22])(C)(C)C.C(N(CC)CC)C.C1(P(=O)(C2C=CC=CC=2)C2C=CC=CC=2)C=CC=CC=1.[OH-].[K+].Cl.